Task: Regression. Given two drug SMILES strings and cell line genomic features, predict the synergy score measuring deviation from expected non-interaction effect.. Dataset: NCI-60 drug combinations with 297,098 pairs across 59 cell lines Drug 1: CCCS(=O)(=O)NC1=C(C(=C(C=C1)F)C(=O)C2=CNC3=C2C=C(C=N3)C4=CC=C(C=C4)Cl)F. Drug 2: CC12CCC(CC1=CCC3C2CCC4(C3CC=C4C5=CN=CC=C5)C)O. Cell line: RXF 393. Synergy scores: CSS=14.4, Synergy_ZIP=-4.77, Synergy_Bliss=-1.46, Synergy_Loewe=-1.81, Synergy_HSA=0.764.